This data is from Forward reaction prediction with 1.9M reactions from USPTO patents (1976-2016). The task is: Predict the product of the given reaction. (1) Given the reactants [NH2:1][C@H:2]1[C@@H:7]([NH:8][C:9]([C:11]2[NH:12][C:13]([CH2:17][CH3:18])=[C:14]([Cl:16])[N:15]=2)=[O:10])[CH2:6][CH2:5][N:4]([C:19]2[S:20][C:21]3[C:27]([C:28]([O:30][CH2:31][CH3:32])=[O:29])=[CH:26][CH:25]=[CH:24][C:22]=3[N:23]=2)[CH2:3]1.[CH3:33][CH:34]([CH3:37])[CH:35]=O.C(O[BH-](OC(=O)C)OC(=O)C)(=O)C.[Na+], predict the reaction product. The product is: [Cl:16][C:14]1[N:15]=[C:11]([C:9]([NH:8][C@H:7]2[CH2:6][CH2:5][N:4]([C:19]3[S:20][C:21]4[C:27]([C:28]([O:30][CH2:31][CH3:32])=[O:29])=[CH:26][CH:25]=[CH:24][C:22]=4[N:23]=3)[CH2:3][C@H:2]2[NH:1][CH2:33][CH:34]([CH3:37])[CH3:35])=[O:10])[NH:12][C:13]=1[CH2:17][CH3:18]. (2) Given the reactants Cl.Cl.[C:3]([C:6]1[CH:7]=[CH:8][C:9]2[O:13][C:12]([CH:14]3[CH2:19][CH2:18][N:17]([C@@H:20]4[CH2:24][NH:23][C@H:22]([C:25]([N:27]5[CH2:31][CH2:30][S:29][CH2:28]5)=[O:26])[CH2:21]4)[CH2:16][CH2:15]3)=[N:11][C:10]=2[CH:32]=1)(O)=[O:4].Cl.[CH3:34][NH:35][CH3:36].C1C=C[C:40]2N(O)N=N[C:41]=2[CH:42]=1.[CH3:47]CN=C=NCCCN(C)C.Cl.[C:59](=[O:62])([O-])[OH:60].[Na+], predict the reaction product. The product is: [C:41]([O:60][C:59]([N:23]1[CH2:24][C@@H:20]([N:17]2[CH2:18][CH2:19][CH:14]([C:12]3[O:13][C:9]4[CH:8]=[CH:7][C:6]([C:3](=[O:4])[N:35]([CH3:36])[CH3:34])=[CH:32][C:10]=4[N:11]=3)[CH2:15][CH2:16]2)[CH2:21][C@H:22]1[C:25]([N:27]1[CH2:31][CH2:30][S:29][CH2:28]1)=[O:26])=[O:62])([CH3:40])([CH3:42])[CH3:47]. (3) Given the reactants [F:1][C:2]([F:20])([F:19])[C:3]1[CH:4]=[C:5]([C:9]2[CH:17]=[CH:16][CH:15]=[C:14]3[C:10]=2[CH2:11][C:12](=[O:18])[NH:13]3)[CH:6]=[CH:7][CH:8]=1.[CH3:21][C:22]1[C:26]([C:27]([N:29]2[CH2:34][CH2:33][N:32]([CH3:35])[CH2:31][CH2:30]2)=[O:28])=[C:25]([CH3:36])[NH:24][C:23]=1[CH:37]=O, predict the reaction product. The product is: [CH3:21][C:22]1[C:26]([C:27]([N:29]2[CH2:30][CH2:31][N:32]([CH3:35])[CH2:33][CH2:34]2)=[O:28])=[C:25]([CH3:36])[NH:24][C:23]=1[CH:37]=[C:11]1[C:10]2[C:14](=[CH:15][CH:16]=[CH:17][C:9]=2[C:5]2[CH:6]=[CH:7][CH:8]=[C:3]([C:2]([F:1])([F:19])[F:20])[CH:4]=2)[NH:13][C:12]1=[O:18]. (4) Given the reactants [OH:1][CH2:2][C:3]1[CH:8]=[C:7]([O:9][CH3:10])[CH:6]=[C:5]([N:11]=[N:12][C:13]2[CH:18]=[CH:17][C:16]([C:19]([F:22])([F:21])[F:20])=[CH:15][C:14]=2[N+:23]([O-])=O)[C:4]=1[OH:26].[OH-].[Na+].C(S(O)=O)(N)=N, predict the reaction product. The product is: [OH:1][CH2:2][C:3]1[CH:8]=[C:7]([O:9][CH3:10])[CH:6]=[C:5]([N:11]2[N:12]=[C:13]3[CH:18]=[CH:17][C:16]([C:19]([F:22])([F:21])[F:20])=[CH:15][C:14]3=[N:23]2)[C:4]=1[OH:26].